This data is from NCI-60 drug combinations with 297,098 pairs across 59 cell lines. The task is: Regression. Given two drug SMILES strings and cell line genomic features, predict the synergy score measuring deviation from expected non-interaction effect. (1) Drug 1: C1=CC(=CC=C1CC(C(=O)O)N)N(CCCl)CCCl.Cl. Drug 2: COC1=NC(=NC2=C1N=CN2C3C(C(C(O3)CO)O)O)N. Cell line: MDA-MB-231. Synergy scores: CSS=-2.53, Synergy_ZIP=1.38, Synergy_Bliss=7.77, Synergy_Loewe=-12.8, Synergy_HSA=-2.74. (2) Drug 1: C1=CC(=CC=C1CCCC(=O)O)N(CCCl)CCCl. Drug 2: CCN(CC)CCCC(C)NC1=C2C=C(C=CC2=NC3=C1C=CC(=C3)Cl)OC. Cell line: OVCAR-5. Synergy scores: CSS=43.5, Synergy_ZIP=2.73, Synergy_Bliss=1.63, Synergy_Loewe=-3.77, Synergy_HSA=2.65. (3) Drug 1: CNC(=O)C1=NC=CC(=C1)OC2=CC=C(C=C2)NC(=O)NC3=CC(=C(C=C3)Cl)C(F)(F)F. Drug 2: C1=NNC2=C1C(=O)NC=N2. Cell line: NCI-H322M. Synergy scores: CSS=-1.81, Synergy_ZIP=0.295, Synergy_Bliss=-1.33, Synergy_Loewe=-2.61, Synergy_HSA=-2.80.